From a dataset of Catalyst prediction with 721,799 reactions and 888 catalyst types from USPTO. Predict which catalyst facilitates the given reaction. (1) Reactant: [Si]([O:8][C@H:9]([C@H:37]1[CH2:41][C@@H:40]([O:42][CH2:43][CH2:44][CH3:45])[CH2:39][N:38]1C(OC(C)(C)C)=O)[C@@H:10]([NH:20][C:21](=[O:36])[C:22]1[CH:27]=[C:26]([N:28]2[CH2:32][CH2:31][CH2:30][C:29]2=[O:33])[CH:25]=[C:24]([O:34][CH3:35])[CH:23]=1)[CH2:11][C:12]1[CH:17]=[C:16]([F:18])[CH:15]=[C:14]([F:19])[CH:13]=1)(C(C)(C)C)(C)C. Product: [F:19][C:14]1[CH:13]=[C:12]([CH2:11][C@H:10]([NH:20][C:21](=[O:36])[C:22]2[CH:27]=[C:26]([N:28]3[CH2:32][CH2:31][CH2:30][C:29]3=[O:33])[CH:25]=[C:24]([O:34][CH3:35])[CH:23]=2)[C@H:9]([OH:8])[C@H:37]2[CH2:41][C@@H:40]([O:42][CH2:43][CH2:44][CH3:45])[CH2:39][NH:38]2)[CH:17]=[C:16]([F:18])[CH:15]=1. The catalyst class is: 126. (2) Reactant: Br[C:2]1[N:6]2[N:7]=[C:8]([C:11]3[CH:16]=[CH:15][C:14]([C:17]([N:19]4[CH2:24][CH2:23][N:22]([CH3:25])[CH2:21][CH2:20]4)=[O:18])=[CH:13][CH:12]=3)[CH:9]=[CH:10][C:5]2=[N:4][CH:3]=1.CC1(C)C(C)(C)OB([C:34]2[CH:35]=[C:36]3[C:40](=[CH:41][CH:42]=2)[NH:39][C:38](=[O:43])[CH2:37]3)O1.C([O-])([O-])=O.[Cs+].[Cs+]. Product: [CH3:25][N:22]1[CH2:23][CH2:24][N:19]([C:17]([C:14]2[CH:15]=[CH:16][C:11]([C:8]3[CH:9]=[CH:10][C:5]4[N:6]([C:2]([C:34]5[CH:35]=[C:36]6[C:40](=[CH:41][CH:42]=5)[NH:39][C:38](=[O:43])[CH2:37]6)=[CH:3][N:4]=4)[N:7]=3)=[CH:12][CH:13]=2)=[O:18])[CH2:20][CH2:21]1. The catalyst class is: 70. (3) Reactant: [SH:1][C:2]1[CH:7]=[CH:6][CH:5]=[CH:4][N:3]=1.[H-].[Na+].CS(O[C:15]1[CH:20]=[CH:19][CH:18]=[C:17]([C:21]2[S:22][C:23]3[CH:31]=[CH:30][CH:29]=[CH:28][C:24]=3[C:25](=[O:27])[N:26]=2)[N:16]=1)(=O)=O.[C:32](OCC)(=O)C. Product: [N:3]1[CH:4]=[CH:5][CH:6]=[CH:7][C:2]=1[S:1][CH2:32][C:15]1[N:16]=[C:17]([C:21]2[S:22][C:23]3[CH:31]=[CH:30][CH:29]=[CH:28][C:24]=3[C:25](=[O:27])[N:26]=2)[CH:18]=[CH:19][CH:20]=1. The catalyst class is: 18.